Dataset: Reaction yield outcomes from USPTO patents with 853,638 reactions. Task: Predict the reaction yield, written as a fraction of the theoretical maximum amount of product (1.0 means a 100% yield; for example, 0.34 means a 34% yield). (1) The yield is 0.480. The reactants are [CH3:1][C:2]1[C:7]([CH3:8])=[CH:6][C:5]([C:9]([F:12])([F:11])[F:10])=[CH:4][N+:3]=1[O-].[C:14](OC(C(F)(F)F)=O)(C(F)(F)F)=[O:15].C([O-])([O-])=O.[K+].[K+]. The product is [CH3:1][C:2]1([CH2:14][OH:15])[C:7]([CH3:8])=[CH:6][C:5]([C:9]([F:12])([F:11])[F:10])=[CH:4][NH:3]1. The catalyst is C(Cl)Cl.[Cl-].[Na+].O. (2) The reactants are [S:1]([O:11][CH2:12][C@:13]1([O:34][C@H:33]([CH2:35][O:36][Si](C(C)(C)C)(C)C)[C@@H:24]([O:25][CH2:26][C:27]2[CH:32]=[CH:31][CH:30]=[CH:29][CH:28]=2)[C@@H:15]1[O:16][CH2:17][C:18]1[CH:23]=[CH:22][CH:21]=[CH:20][CH:19]=1)[OH:14])([C:4]1[CH:10]=[CH:9][C:7]([CH3:8])=[CH:6][CH:5]=1)(=[O:3])=[O:2].[F-].C([N+](CCCC)(CCCC)CCCC)CCC. The catalyst is C1COCC1. The product is [S:1]([O:11][CH2:12][C@:13]1([O:34][C@H:33]([CH2:35][OH:36])[C@@H:24]([O:25][CH2:26][C:27]2[CH:32]=[CH:31][CH:30]=[CH:29][CH:28]=2)[C@@H:15]1[O:16][CH2:17][C:18]1[CH:23]=[CH:22][CH:21]=[CH:20][CH:19]=1)[OH:14])([C:4]1[CH:5]=[CH:6][C:7]([CH3:8])=[CH:9][CH:10]=1)(=[O:2])=[O:3]. The yield is 0.880. (3) The reactants are [Br:1][C:2]1[CH:3]=[C:4]2[C:9](=[CH:10][CH:11]=1)[CH:8]=[C:7]([OH:12])[CH:6]=[CH:5]2.[C:13]([O:17][C:18]([NH:20][C@H:21]([CH2:25]O)[CH:22]([CH3:24])[CH3:23])=[O:19])([CH3:16])([CH3:15])[CH3:14].C1(P(C2C=CC=CC=2)C2C=CC=CC=2)C=CC=CC=1.N(C(OC(C)C)=O)=NC(OC(C)C)=O. The catalyst is C1COCC1. The product is [C:13]([O:17][C:18](=[O:19])[NH:20][CH:21]([CH2:25][O:12][C:7]1[CH:6]=[CH:5][C:4]2[C:9](=[CH:10][CH:11]=[C:2]([Br:1])[CH:3]=2)[CH:8]=1)[CH:22]([CH3:23])[CH3:24])([CH3:16])([CH3:15])[CH3:14]. The yield is 0.240. (4) The reactants are C([C@@H]1N(C(=O)/C=C/C2C=CC=CC=2)C[C@H](CC(C)C)NC1=O)C(C)C.[F:26][C:27]1[CH:32]=[CH:31][CH:30]=[CH:29][C:28]=1[C@@H:33]1[NH:38][C:37](=[O:39])[C@H:36]([CH2:40][CH:41]([CH3:43])[CH3:42])[NH:35][CH2:34]1.[F:44][C:45]1[CH:50]=[CH:49][C:48]([C:51]2[O:55][N:54]=[C:53]([C:56](O)=[O:57])[N:52]=2)=[CH:47][CH:46]=1. No catalyst specified. The product is [F:26][C:27]1[CH:32]=[CH:31][CH:30]=[CH:29][C:28]=1[C@@H:33]1[NH:38][C:37](=[O:39])[C@H:36]([CH2:40][CH:41]([CH3:43])[CH3:42])[N:35]([C:56]([C:53]2[N:52]=[C:51]([C:48]3[CH:49]=[CH:50][C:45]([F:44])=[CH:46][CH:47]=3)[O:55][N:54]=2)=[O:57])[CH2:34]1. The yield is 0.470. (5) The reactants are [NH2:1][C:2]1[C:11]([N+:12]([O-:14])=[O:13])=[CH:10][CH:9]=[C:8]([O:15][CH3:16])[C:3]=1[C:4]([O:6][CH3:7])=[O:5].[Br:17]Br. The yield is 0.920. The product is [NH2:1][C:2]1[C:11]([N+:12]([O-:14])=[O:13])=[CH:10][C:9]([Br:17])=[C:8]([O:15][CH3:16])[C:3]=1[C:4]([O:6][CH3:7])=[O:5]. The catalyst is ClCCl. (6) The reactants are N(C(OC(C)C)=O)=NC(OC(C)C)=O.[OH:15][C:16]1[CH:23]=[CH:22][C:19]([CH:20]=[O:21])=[CH:18][CH:17]=1.C1(P(C2C=CC=CC=2)C2C=CC=CC=2)C=CC=CC=1.[Br:43][C:44]1[C:45]([CH3:52])=[C:46]([CH2:50]O)[CH:47]=[CH:48][CH:49]=1. The yield is 0.810. The product is [Br:43][C:44]1[C:45]([CH3:52])=[C:46]([CH:47]=[CH:48][CH:49]=1)[CH2:50][O:15][C:16]1[CH:23]=[CH:22][C:19]([CH:20]=[O:21])=[CH:18][CH:17]=1. The catalyst is C1COCC1.